Dataset: Forward reaction prediction with 1.9M reactions from USPTO patents (1976-2016). Task: Predict the product of the given reaction. (1) Given the reactants [CH:1]1[C:10]2[C:11]3[CH2:16][NH:15][CH2:14][CH2:13][C:12]=3[N:8]3[C:9]=2[C:4]([CH2:5][CH2:6][CH2:7]3)=[CH:3][CH:2]=1.[BH3-]C#N.[Na+].[OH-].[Na+].O, predict the reaction product. The product is: [CH:1]1[C:10]2[C@H:11]3[CH2:16][NH:15][CH2:14][CH2:13][C@H:12]3[N:8]3[C:9]=2[C:4]([CH2:5][CH2:6][CH2:7]3)=[CH:3][CH:2]=1. (2) The product is: [F:1][C:2]1[CH:3]=[C:4]([C:8]2[O:32][C:12]3([CH2:13][CH2:14][N:15]([C:18](=[O:30])[C:19]4[CH:24]=[CH:23][C:22]([O:25][CH:26]([CH3:28])[CH3:27])=[C:21]([CH3:29])[CH:20]=4)[CH2:16][CH2:17]3)[CH2:11][C:10](=[O:31])[CH:9]=2)[CH:5]=[N:6][CH:7]=1. Given the reactants [F:1][C:2]1[CH:3]=[C:4]([C:8](=[O:32])[CH2:9][C:10](=[O:31])[CH:11]=[C:12]2[CH2:17][CH2:16][N:15]([C:18](=[O:30])[C:19]3[CH:24]=[CH:23][C:22]([O:25][CH:26]([CH3:28])[CH3:27])=[C:21]([CH3:29])[CH:20]=3)[CH2:14][CH2:13]2)[CH:5]=[N:6][CH:7]=1.C(O)(=O)C.C(OCC)(=O)C, predict the reaction product.